This data is from Full USPTO retrosynthesis dataset with 1.9M reactions from patents (1976-2016). The task is: Predict the reactants needed to synthesize the given product. (1) Given the product [F:16][C:17]1[C:18]([I:34])=[CH:19][C:20]([O:27][CH2:28][O:29][CH2:30][CH2:31][O:32][CH3:33])=[C:21]([C:23]([F:26])([F:25])[F:24])[N:22]=1, predict the reactants needed to synthesize it. The reactants are: CC1(C)CCCC(C)(C)N1.C([Li])CCC.[F:16][C:17]1[N:22]=[C:21]([C:23]([F:26])([F:25])[F:24])[C:20]([O:27][CH2:28][O:29][CH2:30][CH2:31][O:32][CH3:33])=[CH:19][CH:18]=1.[I:34]I. (2) Given the product [CH2:1]([O:7][C:8]1[C:9](=[O:20])[O:10][C:11]2[CH:18]=[CH:17][C:16]([O:19][CH2:27][CH2:26][CH2:25][O:24][C:21](=[O:23])[CH3:22])=[CH:15][C:12]=2[C:13]=1[OH:14])[CH2:2][CH2:3][CH2:4][CH2:5][CH3:6], predict the reactants needed to synthesize it. The reactants are: [CH2:1]([O:7][C:8]1[C:9](=[O:20])[O:10][C:11]2[CH:18]=[CH:17][C:16]([OH:19])=[CH:15][C:12]=2[C:13]=1[OH:14])[CH2:2][CH2:3][CH2:4][CH2:5][CH3:6].[C:21]([O:24][CH2:25][CH2:26][CH2:27]Br)(=[O:23])[CH3:22]. (3) Given the product [S:15]1[C:11]2[CH:10]=[CH:9][C:8]([CH2:7][CH2:6][O:5][CH2:4][CH2:3][CH2:2][N:17]3[CH2:20][CH:19]([NH:21][C:22](=[O:24])[CH3:23])[CH2:18]3)=[CH:16][C:12]=2[CH:13]=[CH:14]1, predict the reactants needed to synthesize it. The reactants are: Cl[CH2:2][CH2:3][CH2:4][O:5][CH2:6][CH2:7][C:8]1[CH:9]=[CH:10][C:11]2[S:15][CH:14]=[CH:13][C:12]=2[CH:16]=1.[NH:17]1[CH2:20][CH:19]([NH:21][C:22](=[O:24])[CH3:23])[CH2:18]1.O.C(OCC)(=O)C. (4) The reactants are: Cl.Cl.[NH2:3][CH2:4][C@:5]1([OH:13])[CH2:11][N:10]2[CH2:12][C@@H:6]1[CH2:7][CH2:8][CH2:9]2.[N:14]([C:17]1[N:18]=[CH:19][C:20]2[C:25]([CH:26]=1)=[CH:24][CH:23]=[CH:22][CH:21]=2)=[C:15]=S.C(=O)([O-])[O-].[Cs+].[Cs+].C(N=C=NC(C)C)(C)C. Given the product [CH:19]1[C:20]2[C:25](=[CH:24][CH:23]=[CH:22][CH:21]=2)[CH:26]=[C:17]([NH:14][C:15]2[O:13][C@:5]3([CH2:11][N:10]4[CH2:12][C@@H:6]3[CH2:7][CH2:8][CH2:9]4)[CH2:4][N:3]=2)[N:18]=1, predict the reactants needed to synthesize it.